From a dataset of Catalyst prediction with 721,799 reactions and 888 catalyst types from USPTO. Predict which catalyst facilitates the given reaction. (1) Reactant: [CH3:1][O:2][C:3]([CH2:5][CH2:6][C:7]1[CH:12]=[CH:11][C:10]([S:13](Cl)(=[O:15])=[O:14])=[CH:9][CH:8]=1)=[O:4].[CH2:17]1[O:26][C:25]2[CH:24]=[CH:23][C:21]([NH2:22])=[CH:20][C:19]=2[O:18]1. Product: [O:26]1[C:25]2[CH:24]=[CH:23][C:21]([NH:22][S:13]([C:10]3[CH:11]=[CH:12][C:7]([CH2:6][CH2:5][C:3]([O:2][CH3:1])=[O:4])=[CH:8][CH:9]=3)(=[O:15])=[O:14])=[CH:20][C:19]=2[O:18][CH2:17]1. The catalyst class is: 17. (2) Reactant: [C:1]1([CH2:11]O)[C:10]2[C:5](=[CH:6][CH:7]=[CH:8][CH:9]=2)[CH:4]=[CH:3][CH:2]=1.P(Br)(Br)[Br:14].C(=O)(O)[O-].[Na+].[OH-].[Na+]. Product: [Br:14][CH2:11][C:1]1[C:10]2[C:5](=[CH:6][CH:7]=[CH:8][CH:9]=2)[CH:4]=[CH:3][CH:2]=1. The catalyst class is: 2. (3) Reactant: B.C1COCC1.[CH3:7][N:8]([CH3:17])[C:9](=O)[C:10]1[CH:15]=[CH:14][CH:13]=[CH:12][CH:11]=1.CO. Product: [CH3:7][N:8]([CH3:17])[CH2:9][C:10]1[CH:15]=[CH:14][CH:13]=[CH:12][CH:11]=1. The catalyst class is: 7. (4) Reactant: [CH3:1][C:2]([Si:5](Cl)([CH3:7])[CH3:6])([CH3:4])[CH3:3].[Br:9][C:10]1[CH:11]=[C:12]2[C:17](=[CH:18][CH:19]=1)[CH:16]=[C:15]([OH:20])[CH:14]=[CH:13]2.N1C=CN=C1.O. Product: [Br:9][C:10]1[CH:11]=[C:12]2[C:17](=[CH:18][CH:19]=1)[CH:16]=[C:15]([O:20][Si:5]([C:2]([CH3:4])([CH3:3])[CH3:1])([CH3:7])[CH3:6])[CH:14]=[CH:13]2. The catalyst class is: 4. (5) Product: [Cl:1][C:2]1[N:3]=[C:4]([N:13]2[CH2:14][CH2:15][O:16][CH2:17][CH2:18]2)[C:5]2[O:10][C:9]([CH2:11][N:19]3[CH2:22][CH:21]([N:23]4[CH2:28][CH2:27][O:26][CH2:25][CH2:24]4)[CH2:20]3)=[CH:8][C:6]=2[N:7]=1. Reactant: [Cl:1][C:2]1[N:3]=[C:4]([N:13]2[CH2:18][CH2:17][O:16][CH2:15][CH2:14]2)[C:5]2[O:10][C:9]([CH:11]=O)=[CH:8][C:6]=2[N:7]=1.[NH:19]1[CH2:22][CH:21]([N:23]2[CH2:28][CH2:27][O:26][CH2:25][CH2:24]2)[CH2:20]1.C(O[BH-](OC(=O)C)OC(=O)C)(=O)C.[Na+]. The catalyst class is: 26.